This data is from NCI-60 drug combinations with 297,098 pairs across 59 cell lines. The task is: Regression. Given two drug SMILES strings and cell line genomic features, predict the synergy score measuring deviation from expected non-interaction effect. (1) Drug 1: CC1OCC2C(O1)C(C(C(O2)OC3C4COC(=O)C4C(C5=CC6=C(C=C35)OCO6)C7=CC(=C(C(=C7)OC)O)OC)O)O. Drug 2: CC1CCC2CC(C(=CC=CC=CC(CC(C(=O)C(C(C(=CC(C(=O)CC(OC(=O)C3CCCCN3C(=O)C(=O)C1(O2)O)C(C)CC4CCC(C(C4)OC)O)C)C)O)OC)C)C)C)OC. Cell line: NCIH23. Synergy scores: CSS=58.0, Synergy_ZIP=-4.05, Synergy_Bliss=-3.46, Synergy_Loewe=1.24, Synergy_HSA=2.49. (2) Synergy scores: CSS=62.2, Synergy_ZIP=9.04, Synergy_Bliss=8.32, Synergy_Loewe=12.0, Synergy_HSA=14.3. Drug 2: CC1=C(C(=O)C2=C(C1=O)N3CC4C(C3(C2COC(=O)N)OC)N4)N. Cell line: SW-620. Drug 1: COC1=CC(=CC(=C1O)OC)C2C3C(COC3=O)C(C4=CC5=C(C=C24)OCO5)OC6C(C(C7C(O6)COC(O7)C8=CC=CS8)O)O. (3) Drug 1: CNC(=O)C1=NC=CC(=C1)OC2=CC=C(C=C2)NC(=O)NC3=CC(=C(C=C3)Cl)C(F)(F)F. Drug 2: C1CN(CCN1C(=O)CCBr)C(=O)CCBr. Cell line: RPMI-8226. Synergy scores: CSS=13.1, Synergy_ZIP=-3.08, Synergy_Bliss=5.72, Synergy_Loewe=5.02, Synergy_HSA=5.02. (4) Drug 1: CCCS(=O)(=O)NC1=C(C(=C(C=C1)F)C(=O)C2=CNC3=C2C=C(C=N3)C4=CC=C(C=C4)Cl)F. Drug 2: COC1=C2C(=CC3=C1OC=C3)C=CC(=O)O2. Cell line: CCRF-CEM. Synergy scores: CSS=-5.63, Synergy_ZIP=1.91, Synergy_Bliss=-1.85, Synergy_Loewe=-6.33, Synergy_HSA=-5.65. (5) Drug 1: CCCS(=O)(=O)NC1=C(C(=C(C=C1)F)C(=O)C2=CNC3=C2C=C(C=N3)C4=CC=C(C=C4)Cl)F. Drug 2: COC1=C2C(=CC3=C1OC=C3)C=CC(=O)O2. Cell line: SK-MEL-2. Synergy scores: CSS=0.775, Synergy_ZIP=2.08, Synergy_Bliss=3.62, Synergy_Loewe=0.194, Synergy_HSA=0.0956. (6) Drug 1: C1CC(C1)(C(=O)O)C(=O)O.[NH2-].[NH2-].[Pt+2]. Drug 2: CC1=C2C(C(=O)C3(C(CC4C(C3C(C(C2(C)C)(CC1OC(=O)C(C(C5=CC=CC=C5)NC(=O)OC(C)(C)C)O)O)OC(=O)C6=CC=CC=C6)(CO4)OC(=O)C)O)C)O. Cell line: MOLT-4. Synergy scores: CSS=25.2, Synergy_ZIP=-0.294, Synergy_Bliss=2.10, Synergy_Loewe=-0.0256, Synergy_HSA=0.905.